From a dataset of Full USPTO retrosynthesis dataset with 1.9M reactions from patents (1976-2016). Predict the reactants needed to synthesize the given product. (1) Given the product [CH:10]1([N:7]([CH2:8][CH3:9])[CH2:6][C:5]2[CH:13]=[CH:14][C:2]([C:21]#[C:20][Si:17]([CH3:19])([CH3:18])[CH3:16])=[CH:3][C:4]=2[CH3:15])[CH2:12][CH2:11]1, predict the reactants needed to synthesize it. The reactants are: Br[C:2]1[CH:14]=[CH:13][C:5]([CH2:6][N:7]([CH:10]2[CH2:12][CH2:11]2)[CH2:8][CH3:9])=[C:4]([CH3:15])[CH:3]=1.[CH3:16][Si:17]([C:20]#[CH:21])([CH3:19])[CH3:18]. (2) Given the product [ClH:35].[ClH:35].[CH:32]([N:29]1[CH2:28][CH2:27][CH:26]([O:25][C:21]2[CH:22]=[C:23]3[C:18](=[CH:19][CH:20]=2)[NH:17][C:16]([C:14]([N:11]2[CH2:12][CH2:13][NH:8][CH2:9][CH2:10]2)=[O:15])=[CH:24]3)[CH2:31][CH2:30]1)([CH3:34])[CH3:33], predict the reactants needed to synthesize it. The reactants are: C(OC([N:8]1[CH2:13][CH2:12][N:11]([C:14]([C:16]2[NH:17][C:18]3[C:23]([CH:24]=2)=[CH:22][C:21]([O:25][CH:26]2[CH2:31][CH2:30][N:29]([CH:32]([CH3:34])[CH3:33])[CH2:28][CH2:27]2)=[CH:20][CH:19]=3)=[O:15])[CH2:10][CH2:9]1)=O)(C)(C)C.[ClH:35].C(OCC)C. (3) Given the product [OH:13][C:11]1[N:16]([C:18]2[CH:27]=[CH:26][C:25]3[C:20](=[CH:21][CH:22]=[CH:23][CH:24]=3)[N:19]=2)[N:17]=[CH:4][C:5]=1[C:6]([O:8][CH2:9][CH3:10])=[O:7], predict the reactants needed to synthesize it. The reactants are: C(O[CH:4]=[C:5]([C:11]([O:13]CC)=O)[C:6]([O:8][CH2:9][CH3:10])=[O:7])C.[NH:16]([C:18]1[CH:27]=[CH:26][C:25]2[C:20](=[CH:21][CH:22]=[CH:23][CH:24]=2)[N:19]=1)[NH2:17].C(=O)([O-])[O-].[K+].[K+]. (4) The reactants are: [CH2:1]([N:3]([CH3:14])[C:4]1[N:13]=[C:7]2[CH:8]=[C:9]([NH2:12])[CH:10]=[CH:11][N:6]2[N:5]=1)[CH3:2].[CH2:15]([O:17][C:18]([C:20]1[CH:21]=[N:22][N:23]([CH3:28])[C:24]=1[C:25](O)=[O:26])=[O:19])[CH3:16].CCCP(=O)=O.C(N(CC)C(C)C)(C)C. Given the product [CH2:15]([O:17][C:18]([C:20]1[CH:21]=[N:22][N:23]([CH3:28])[C:24]=1[C:25](=[O:26])[NH:12][C:9]1[CH:10]=[CH:11][N:6]2[N:5]=[C:4]([N:3]([CH2:1][CH3:2])[CH3:14])[N:13]=[C:7]2[CH:8]=1)=[O:19])[CH3:16], predict the reactants needed to synthesize it.